This data is from Full USPTO retrosynthesis dataset with 1.9M reactions from patents (1976-2016). The task is: Predict the reactants needed to synthesize the given product. (1) Given the product [CH3:15][O:14][N:13]=[C:11]1[CH2:10][C@@H:9]([C:16]([N:35]2[CH2:40][CH2:39][CH:38]([OH:41])[CH2:37][CH2:36]2)=[O:18])[N:8]([C:6]([C:29]2[CH:28]=[CH:27][C:26]([C:21]3[CH:22]=[CH:23][CH:24]=[CH:25][C:20]=3[CH3:19])=[CH:31][CH:30]=2)=[O:7])[CH2:12]1, predict the reactants needed to synthesize it. The reactants are: C(O[C:6]([N:8]1[CH2:12][C:11](=[N:13][O:14][CH3:15])[CH2:10][C@H:9]1[C:16]([OH:18])=O)=[O:7])(C)(C)C.[CH3:19][C:20]1[CH:25]=[CH:24][CH:23]=[CH:22][C:21]=1[C:26]1[CH:31]=[CH:30][C:29](C(O)=O)=[CH:28][CH:27]=1.[NH:35]1[CH2:40][CH2:39][CH:38]([OH:41])[CH2:37][CH2:36]1. (2) Given the product [C:32]1([S:29]([N:20]2[C:16]3[N:17]=[CH:18][N:19]=[C:14]([N:11]4[CH2:12][CH2:13][CH:8]([NH2:7])[CH2:9][CH2:10]4)[C:15]=3[CH:22]=[C:21]2[C:23]2[CH:24]=[N:25][N:26]([CH3:28])[CH:27]=2)(=[O:31])=[O:30])[CH:33]=[CH:34][CH:35]=[CH:36][CH:37]=1, predict the reactants needed to synthesize it. The reactants are: C(OC(=O)[NH:7][CH:8]1[CH2:13][CH2:12][N:11]([C:14]2[C:15]3[CH:22]=[C:21]([C:23]4[CH:24]=[N:25][N:26]([CH3:28])[CH:27]=4)[N:20]([S:29]([C:32]4[CH:37]=[CH:36][CH:35]=[CH:34][CH:33]=4)(=[O:31])=[O:30])[C:16]=3[N:17]=[CH:18][N:19]=2)[CH2:10][CH2:9]1)(C)(C)C.FC(F)(F)C(O)=O.